Dataset: Peptide-MHC class I binding affinity with 185,985 pairs from IEDB/IMGT. Task: Regression. Given a peptide amino acid sequence and an MHC pseudo amino acid sequence, predict their binding affinity value. This is MHC class I binding data. (1) The peptide sequence is YEVPAALIL. The MHC is HLA-A01:01 with pseudo-sequence HLA-A01:01. The binding affinity (normalized) is 0.0847. (2) The peptide sequence is QSFLFWFLK. The MHC is HLA-A68:01 with pseudo-sequence HLA-A68:01. The binding affinity (normalized) is 0.812. (3) The peptide sequence is KPGPAKFSL. The MHC is HLA-B18:01 with pseudo-sequence HLA-B18:01. The binding affinity (normalized) is 0.0847. (4) The peptide sequence is DCKTILKAL. The MHC is HLA-B07:02 with pseudo-sequence HLA-B07:02. The binding affinity (normalized) is 0. (5) The peptide sequence is HPASAWTLYA. The MHC is HLA-B35:01 with pseudo-sequence HLA-B35:01. The binding affinity (normalized) is 0.413. (6) The peptide sequence is DRLASTVIY. The MHC is HLA-A02:01 with pseudo-sequence HLA-A02:01. The binding affinity (normalized) is 0.0847. (7) The peptide sequence is EFFDGGLTF. The MHC is HLA-A03:01 with pseudo-sequence HLA-A03:01. The binding affinity (normalized) is 0.0847.